From a dataset of CYP2C9 inhibition data for predicting drug metabolism from PubChem BioAssay. Regression/Classification. Given a drug SMILES string, predict its absorption, distribution, metabolism, or excretion properties. Task type varies by dataset: regression for continuous measurements (e.g., permeability, clearance, half-life) or binary classification for categorical outcomes (e.g., BBB penetration, CYP inhibition). Dataset: cyp2c9_veith. The drug is O=S(=O)(c1cccc2c(I)cccc12)N1CCCNCC1. The result is 0 (non-inhibitor).